From a dataset of Full USPTO retrosynthesis dataset with 1.9M reactions from patents (1976-2016). Predict the reactants needed to synthesize the given product. (1) Given the product [F:16][CH:17]([F:21])[C:18](=[N:15][N:14]=[C:1]([C:8]1[CH:9]=[CH:10][CH:11]=[CH:12][CH:13]=1)[C:2]1[CH:7]=[CH:6][CH:5]=[CH:4][CH:3]=1)[CH3:20], predict the reactants needed to synthesize it. The reactants are: [C:1](=[N:14][NH2:15])([C:8]1[CH:13]=[CH:12][CH:11]=[CH:10][CH:9]=1)[C:2]1[CH:7]=[CH:6][CH:5]=[CH:4][CH:3]=1.[F:16][CH:17]([F:21])[C:18]([CH3:20])=O. (2) The reactants are: [CH3:1][C:2]1[CH:7]=[CH:6][N:5]=[CH:4][C:3]=1[NH:8][C:9](=[O:15])[O:10][C:11]([CH3:14])([CH3:13])[CH3:12]. Given the product [CH3:1][CH:2]1[CH2:7][CH2:6][NH:5][CH2:4][CH:3]1[NH:8][C:9](=[O:15])[O:10][C:11]([CH3:14])([CH3:13])[CH3:12], predict the reactants needed to synthesize it. (3) Given the product [Br:21][CH:12]1[CH2:11][C:10]2[C:14](=[CH:15][CH:16]=[CH:17][C:9]=2[C:6]2[CH:5]=[CH:4][C:3]([C:2]([F:19])([F:20])[F:1])=[CH:8][CH:7]=2)[C:13]1=[O:18], predict the reactants needed to synthesize it. The reactants are: [F:1][C:2]([F:20])([F:19])[C:3]1[CH:8]=[CH:7][C:6]([C:9]2[CH:17]=[CH:16][CH:15]=[C:14]3[C:10]=2[CH2:11][CH2:12][C:13]3=[O:18])=[CH:5][CH:4]=1.[BrH:21].BrBr.S(=O)(O)[O-].[Na+]. (4) Given the product [N:1]1([C:22]([O:24][CH2:25][C:26]2[CH:27]=[CH:28][CH:29]=[CH:30][CH:31]=2)=[O:23])[CH2:6][CH2:5][NH:4][CH2:3][CH:2]1[C:14]([O:16][CH:17]1[CH2:21][CH2:20][CH2:19][CH2:18]1)=[O:15], predict the reactants needed to synthesize it. The reactants are: [N:1]1([C:22]([O:24][CH2:25][C:26]2[CH:31]=[CH:30][CH:29]=[CH:28][CH:27]=2)=[O:23])[CH2:6][CH2:5][N:4](C(OC(C)(C)C)=O)[CH2:3][CH:2]1[C:14]([O:16][CH:17]1[CH2:21][CH2:20][CH2:19][CH2:18]1)=[O:15]. (5) Given the product [CH3:22][C:11]1[CH:12]=[C:13]([O:14][CH:15]2[CH2:19][CH2:18][O:17][CH2:16]2)[CH:20]=[CH:21][C:10]=1[C:9]1[C:5]2[CH:4]=[C:3]([CH2:2][O:25][C:26]3[CH:27]=[CH:28][C:29]([C@@H:32]([C:39]#[C:40][CH3:41])[CH2:33][C:34]([O:36][CH2:37][CH3:38])=[O:35])=[CH:30][CH:31]=3)[CH:24]=[CH:23][C:6]=2[S:7][CH:8]=1, predict the reactants needed to synthesize it. The reactants are: Cl[CH2:2][C:3]1[CH:24]=[CH:23][C:6]2[S:7][CH:8]=[C:9]([C:10]3[CH:21]=[CH:20][C:13]([O:14][CH:15]4[CH2:19][CH2:18][O:17][CH2:16]4)=[CH:12][C:11]=3[CH3:22])[C:5]=2[CH:4]=1.[OH:25][C:26]1[CH:31]=[CH:30][C:29]([C@@H:32]([C:39]#[C:40][CH3:41])[CH2:33][C:34]([O:36][CH2:37][CH3:38])=[O:35])=[CH:28][CH:27]=1. (6) Given the product [Br:1][C:2]1[CH:11]=[C:10]2[C:5]([NH:6][CH2:7][C@H:8]([CH2:12][CH2:13][OH:14])[NH:9]2)=[CH:4][CH:3]=1, predict the reactants needed to synthesize it. The reactants are: [Br:1][C:2]1[CH:11]=[C:10]2[C:5]([NH:6][C:7](=O)[C@H:8]([CH2:12][C:13](OC)=[O:14])[NH:9]2)=[CH:4][CH:3]=1.